Dataset: Full USPTO retrosynthesis dataset with 1.9M reactions from patents (1976-2016). Task: Predict the reactants needed to synthesize the given product. Given the product [CH3:1][O:2][C:3](=[O:33])[C:4]1[CH:9]=[CH:8][C:7]([CH2:10][N:11]2[CH:15]=[C:14]([C:16]3[CH:21]=[CH:20][C:19]([Cl:22])=[CH:18][C:17]=3[Cl:23])[N:13]=[C:12]2/[CH:24]=[CH:25]/[C:26]2[CH:27]=[CH:28][C:29]([NH:32][S:38]([CH2:34][CH2:35][CH2:36][CH3:37])(=[O:40])=[O:39])=[CH:30][CH:31]=2)=[CH:6][CH:5]=1, predict the reactants needed to synthesize it. The reactants are: [CH3:1][O:2][C:3](=[O:33])[C:4]1[CH:9]=[CH:8][C:7]([CH2:10][N:11]2[CH:15]=[C:14]([C:16]3[CH:21]=[CH:20][C:19]([Cl:22])=[CH:18][C:17]=3[Cl:23])[N:13]=[C:12]2/[CH:24]=[CH:25]/[C:26]2[CH:31]=[CH:30][C:29]([NH2:32])=[CH:28][CH:27]=2)=[CH:6][CH:5]=1.[CH2:34]([S:38](Cl)(=[O:40])=[O:39])[CH2:35][CH2:36][CH3:37].